This data is from Experimentally validated miRNA-target interactions with 360,000+ pairs, plus equal number of negative samples. The task is: Binary Classification. Given a miRNA mature sequence and a target amino acid sequence, predict their likelihood of interaction. (1) The miRNA is hsa-miR-6858-5p with sequence GUGAGGAGGGGCUGGCAGGGAC. The protein sequence of the target gene is MRRCNSGSGPPPSLLLLLLWLLAVPGANAAPRSALYSPSDPLTLLQADTVRGAVLGSRSAWAVEFFASWCGHCIAFAPTWKALAEDVKAWRPALYLAALDCAEETNSAVCRDFNIPGFPTVRFFKAFTKNGSGAVFPVAGADVQTLRERLIDALESHHDTWPPACPPLEPAKLEEIDGFFARNNEEYLALIFEKGGSYLGREVALDLSQHKGVAVRRVLNTEANVVRKFGVTDFPSCYLLFRNGSVSRVPVLMESRSFYTAYLQRLSGLTREAAQTTVAPTTANKIAPTVWKLADRSKIY.... Result: 1 (interaction). (2) The miRNA is hsa-miR-153-3p with sequence UUGCAUAGUCACAAAAGUGAUC. The protein sequence of the target gene is MKAIIHLTLLALLSVNTATNQGNSADAVTTTETATSGPTVAAADTTETNFPETASTTANTPSFPTATSPAPPIISTHSSSTIPTPAPPIISTHSSSTIPIPTAADSESTTNVNSLATSDIITASSPNDGLITMVPSETQSNNEMSPTTEDNQSSGPPTGTALLETSTLNSTGPSNPCQDDPCADNSLCVKLHNTSFCLCLEGYYYNSSTCKKGKVFPGKISVTVSETFDPEEKHSMAYQDLHSEITSLFKDVFGTSVYGQTVILTVSTSLSPRSEMRADDKFVNVTIVTILAETTSDNEK.... Result: 0 (no interaction). (3) The miRNA is hsa-miR-5589-3p with sequence UGCACAUGGCAACCUAGCUCCCA. The protein sequence of the target gene is MEAAHLLPAADVLRHFSVTAEGGLSPAQVTGARERYGPNELPSEEGKSLWELVLEQFEDLLVRILLLAALVSFVLAWFEEGEETTTAFVEPLVIMLILVANAIVGVWQERNAESAIEALKEYEPEMGKVIRSDRKGVQRIRARDIVPGDIVEVAVGDKVPADLRLIEIKSTTLRVDQSILTGESVSVTKHTEAIPDPRAVNQDKKNMLFSGTNITSGKAVGVAVATGLHTELGKIRSQMAAVEPERTPLQRKLDEFGRQLSHAISVICVAVWVINIGHFADPAHGGSWLRGAVYYFKIAV.... Result: 0 (no interaction). (4) The miRNA is hsa-miR-939-3p with sequence CCCUGGGCCUCUGCUCCCCAG. The protein sequence of the target gene is MGNNCYNVVVIVLLLVGCEKVGAVQNSCDNCQPGTFCRKYNPVCKSCPPSTFSSIGGQPNCNICRVCAGYFRFKKFCSSTHNAECECIEGFHCLGPQCTRCEKDCRPGQELTKQGCKTCSLGTFNDQNGTGVCRPWTNCSLDGRSVLKTGTTEKDVVCGPPVVSFSPSTTISVTPEGGPGGHSLQVLTLFLALTSALLLALIFITLLFSVLKWIRKKFPHIFKQPFKKTTGAAQEEDACSCRCPQEEEGGGGGYEL. Result: 0 (no interaction). (5) The miRNA is hsa-miR-3202 with sequence UGGAAGGGAGAAGAGCUUUAAU. The protein sequence of the target gene is MLRTSVLRLLGRTGASRLSLLEDFGPRYYSSGSLSAGDDACDVRAYFTTPIFYVNAAPHIGHLYSALLADALCRHRRLRGPSTAATRFSTGTDEHGLKIQQAAATAGLAPTELCDRVSEQFQQLFQEAGISCTDFIRTTEARHRVAVQHFWGVLKSRGLLYKGVYEGWYCASDECFLPEAKVTQQPGPSGDSFPVSLESGHPVSWTKEENYIFRLSQFRKPLQRWLRGNPQAITPEPFHHVVLQWLDEELPDLSVSRRSSHLHWGIPVPGDDSQTIYVWLDALVNYLTVIGYPNAEFKSW.... Result: 1 (interaction). (6) The miRNA is hsa-miR-3144-5p with sequence AGGGGACCAAAGAGAUAUAUAG. The protein sequence of the target gene is MAAMRWRWWQRLLPWRLLQARGFPQNSAPSLGLGARTYSQGDCSYSRTALYDLLGVPSTATQAQIKAAYYRQCFLYHPDRNSGSAEAAERFTRISQAYVVLGSATLRRKYDRGLLSDEDLRGPGVRPSRTPAPDPGSPRTPPPTSRTHDGSRASPGANRTMFNFDAFYQAHYGEQLERERRLRARREALRKRQEYRSMKGLRWEDTRDTAAIFLIFSIFIIIGFYI. Result: 1 (interaction). (7) The miRNA is mmu-miR-1839-3p with sequence AGACCUACUUAUCUACCAACAGC. The protein sequence of the target gene is MVSWMISRAVVLVFGMLYPAYYSYKAVKTKNVKEYVRWMMYWIVFALYTVIETVADQTLAWFPLYYELKIAFVIWLLSPYTRGASLIYRKFLHPLLSSKEREIDDYIVQAKERGYETMVNFGRQGLNLAAAAAVTAAVKSQGAITERLRSFSMHDLTAIQGDEPVGHRPYQTLPEAKRKGKQATESPAYGIPLKDGSEQTDEEAEGPFSDDEMVTHKALRRSQSMKSVKTIKGRKEVRYGSLKYKVKKRPQVYF. Result: 1 (interaction). (8) The miRNA is hsa-miR-503-3p with sequence GGGGUAUUGUUUCCGCUGCCAGG. The protein sequence of the target gene is MANRRGGGQGQPPSVSPSPGSSGNLSDDRTCTHNICMVSDFFYPNMGGVESHIYQLSQCLIERGHKVITVTHAYGNRKGVRYLTNGLKVYYLPLRVMYNQSTATTLFHSLPLLRYIFVRERITIIHSHSSFSAMAHDALFHAKTMGLQTVFTDHSLFGFADVSSVLTNKLLTVSLCDTNHIICVSYTSKENTVLRAALNPEIVSVIPNAVDPTDFTPDPFRRHDSVITVVVVSRLVYRKGTDLLSGIIPELCQKYQELHFLIGGEGPKRIILEEVRERYQLHDRVQLLGALEHKDVRNVL.... Result: 0 (no interaction).